Dataset: Reaction yield outcomes from USPTO patents with 853,638 reactions. Task: Predict the reaction yield, written as a fraction of the theoretical maximum amount of product (1.0 means a 100% yield; for example, 0.34 means a 34% yield). (1) The reactants are [Na+].[I-].C[Si](Cl)(C)C.C([O:15][CH2:16][CH2:17][C:18]1[S:22][C:21]2[CH:23]=[CH:24][CH:25]=[CH:26][C:20]=2[C:19]=1[C:27]([C:30]1[CH:35]=[CH:34][CH:33]=[CH:32][N:31]=1)(O)[CH3:28])C1C=CC=CC=1.C([O-])(O)=O.[Na+]. The catalyst is C(#N)C.CCOC(C)=O. The product is [N:31]1[CH:32]=[CH:33][CH:34]=[CH:35][C:30]=1[CH:27]([C:19]1[C:20]2[CH:26]=[CH:25][CH:24]=[CH:23][C:21]=2[S:22][C:18]=1[CH2:17][CH2:16][OH:15])[CH3:28]. The yield is 0.200. (2) The reactants are [CH2:1]([N:8]1[CH2:13][CH2:12][NH:11][CH:10]([CH2:14][OH:15])[CH2:9]1)[C:2]1[CH:7]=[CH:6][CH:5]=[CH:4][CH:3]=1.O.C(=O)([O-])[O-].[K+].[K+].Cl[CH2:24][C:25](Cl)=[O:26]. The catalyst is O1CCCC1. The product is [CH2:1]([N:8]1[CH2:13][CH2:12][N:11]2[CH:10]([CH2:14][O:15][CH2:24][C:25]2=[O:26])[CH2:9]1)[C:2]1[CH:3]=[CH:4][CH:5]=[CH:6][CH:7]=1. The yield is 0.350. (3) The reactants are [CH3:1][O:2][C:3]1[CH:4]=[C:5]2[O:9][C:8]([C:10]3[N:11]=[C:12]4[N:16]([CH:17]=3)[N:15]=[C:14]([O:18][CH3:19])[S:13]4)=[CH:7][C:6]2=[C:20]([OH:22])[CH:21]=1.O[CH2:24][C:25]1[N:26]=[C:27]([N:34]2[CH2:39][CH2:38][O:37][CH2:36][CH2:35]2)[S:28][C:29]=1[C:30]([OH:33])([CH3:32])[CH3:31]. No catalyst specified. The product is [CH3:1][O:2][C:3]1[CH:21]=[C:20]([O:22][CH2:24][C:25]2[N:26]=[C:27]([N:34]3[CH2:39][CH2:38][O:37][CH2:36][CH2:35]3)[S:28][C:29]=2[C:30]([OH:33])([CH3:32])[CH3:31])[C:6]2[CH:7]=[C:8]([C:10]3[N:11]=[C:12]4[N:16]([CH:17]=3)[N:15]=[C:14]([O:18][CH3:19])[S:13]4)[O:9][C:5]=2[CH:4]=1. The yield is 0.130.